This data is from Catalyst prediction with 721,799 reactions and 888 catalyst types from USPTO. The task is: Predict which catalyst facilitates the given reaction. Reactant: [Cl:1][C:2]1[CH:7]=[CH:6][C:5]([N:8]2[C:13]([CH3:15])([CH3:14])[C:12](=O)[NH:11][CH2:10][C:9]2=O)=[CH:4][CH:3]=1.[H-].[H-].[H-].[H-].[Li+].[Al+3]. Product: [Cl:1][C:2]1[CH:3]=[CH:4][C:5]([N:8]2[CH2:9][CH2:10][NH:11][CH2:12][C:13]2([CH3:15])[CH3:14])=[CH:6][CH:7]=1. The catalyst class is: 1.